Dataset: Forward reaction prediction with 1.9M reactions from USPTO patents (1976-2016). Task: Predict the product of the given reaction. (1) Given the reactants [O:1]=[C:2]([C:9]1[CH:14]=[C:13]([F:15])[C:12]([F:16])=[C:11]([F:17])[C:10]=1[F:18])[CH2:3][C:4]([O:6][CH2:7][CH3:8])=[O:5].[CH3:19]C(OC(C)=O)=O.[NH2:26][C:27]1([CH2:31][OH:32])[CH2:30][CH2:29][CH2:28]1.C(N(CC)CC)C, predict the reaction product. The product is: [OH:32][CH2:31][C:27]1([NH:26][CH:19]=[C:3]([C:2](=[O:1])[C:9]2[CH:14]=[C:13]([F:15])[C:12]([F:16])=[C:11]([F:17])[C:10]=2[F:18])[C:4]([O:6][CH2:7][CH3:8])=[O:5])[CH2:30][CH2:29][CH2:28]1. (2) The product is: [C:28]([O:11][C:10](=[O:12])[CH2:9][S:7]([C:1]1[CH:2]=[CH:3][CH:4]=[CH:5][CH:6]=1)=[O:8])([CH3:31])([CH3:30])[CH3:29]. Given the reactants [C:1]1([S:7]([CH2:9][C:10]([OH:12])=[O:11])=[O:8])[CH:6]=[CH:5][CH:4]=[CH:3][CH:2]=1.C1(N=C=NC2CCCCC2)CCCCC1.[C:28](O)([CH3:31])([CH3:30])[CH3:29], predict the reaction product. (3) The product is: [Cl:25][C:26]1[N:27]=[CH:28][C:29]([CH2:32][C:2]2[C:10]([F:11])=[CH:9][C:8]([C:12]#[N:13])=[C:7]3[C:3]=2[C:4]([CH3:23])=[C:5]([CH3:22])[N:6]3[CH2:14][O:15][CH2:16][CH2:17][Si:18]([CH3:21])([CH3:20])[CH3:19])=[CH:30][CH:31]=1. Given the reactants Br[C:2]1[C:10]([F:11])=[CH:9][C:8]([C:12]#[N:13])=[C:7]2[C:3]=1[C:4]([CH3:23])=[C:5]([CH3:22])[N:6]2[CH2:14][O:15][CH2:16][CH2:17][Si:18]([CH3:21])([CH3:20])[CH3:19].[Cl-].[Cl:25][C:26]1[CH:31]=[CH:30][C:29]([CH2:32][Zn+])=[CH:28][N:27]=1, predict the reaction product. (4) Given the reactants [F:1][C:2]1[C:7]([CH2:8]O)=[CH:6][CH:5]=[CH:4][N:3]=1.O=S(Cl)[Cl:12], predict the reaction product. The product is: [Cl:12][CH2:8][C:7]1[C:2]([F:1])=[N:3][CH:4]=[CH:5][CH:6]=1. (5) Given the reactants [CH2:1]([N:8]1[CH2:13][C:12](=O)[NH:11][C@@H:10]([CH2:15][CH:16]([CH3:18])[CH3:17])[C:9]1=O)[C:2]1[CH:7]=[CH:6][CH:5]=[CH:4][CH:3]=1.[H-].[H-].[H-].[H-].[Li+].[Al+3].O.[OH-].[Na+], predict the reaction product. The product is: [CH2:1]([N:8]1[CH2:13][CH2:12][NH:11][C@@H:10]([CH2:15][CH:16]([CH3:18])[CH3:17])[CH2:9]1)[C:2]1[CH:3]=[CH:4][CH:5]=[CH:6][CH:7]=1. (6) Given the reactants C([N:20]1[C@@H:22]([CH3:23])[C@@H:21]1[C:24]([O:26][CH2:27][C:28]1[CH:33]=[CH:32][CH:31]=[CH:30][CH:29]=1)=[O:25])(C1C=CC=CC=1)(C1C=CC=CC=1)C1C=CC=CC=1.C(O)(C(F)(F)F)=O.[CH3:53][C:52]([O:51][C:49](O[C:49]([O:51][C:52]([CH3:55])([CH3:54])[CH3:53])=[O:50])=[O:50])([CH3:55])[CH3:54].C(OC(=O)C)C, predict the reaction product. The product is: [C:49]([N:20]1[C@@H:22]([CH3:23])[C@@H:21]1[C:24]([O:26][CH2:27][C:28]1[CH:33]=[CH:32][CH:31]=[CH:30][CH:29]=1)=[O:25])([O:51][C:52]([CH3:53])([CH3:54])[CH3:55])=[O:50]. (7) Given the reactants CCC(C)[BH-](C(C)CC)C(C)CC.[Na+].[CH3:15][C@H:16]1[CH2:44][O:43][C@@:19]2([O:23][C@H:22]3[CH2:24][C@H:25]4[C@@H:30]5[CH2:31][CH2:32][C@@H:33]6[CH2:39][C:37](=[O:38])[CH2:36][CH2:35][C@:34]6([CH3:40])[C@H:29]5[CH2:28][CH2:27][C@:26]4([CH3:41])[C@H:21]3[C@@H:20]2[CH3:42])[CH2:18][CH2:17]1, predict the reaction product. The product is: [CH3:15][C@H:16]1[CH2:44][O:43][C@@:19]2([O:23][C@H:22]3[CH2:24][C@H:25]4[C@@H:30]5[CH2:31][CH2:32][C@@H:33]6[CH2:39][C@@H:37]([OH:38])[CH2:36][CH2:35][C@:34]6([CH3:40])[C@H:29]5[CH2:28][CH2:27][C@:26]4([CH3:41])[C@H:21]3[C@@H:20]2[CH3:42])[CH2:18][CH2:17]1.